This data is from Forward reaction prediction with 1.9M reactions from USPTO patents (1976-2016). The task is: Predict the product of the given reaction. (1) Given the reactants [NH2:1][C:2]1[N:7]=[CH:6][N:5]=[C:4]([C:8](OC)=[O:9])[CH:3]=1.[Li+].[BH4-], predict the reaction product. The product is: [NH2:1][C:2]1[N:7]=[CH:6][N:5]=[C:4]([CH2:8][OH:9])[CH:3]=1. (2) Given the reactants C([O:8][C:9]1[CH:14]=[CH:13][C:12]([NH:15][C:16](=[O:21])[CH2:17][C:18]([NH2:20])=[O:19])=[CH:11][CH:10]=1)C1C=CC=CC=1, predict the reaction product. The product is: [OH:8][C:9]1[CH:10]=[CH:11][C:12]([NH:15][C:16](=[O:21])[CH2:17][C:18]([NH2:20])=[O:19])=[CH:13][CH:14]=1. (3) Given the reactants [CH2:1]([N:3]1[C:8](=[O:9])[C:7]2[C:10]([CH3:18])=[C:11]([C:13](OCC)=[O:14])[S:12][C:6]=2[NH:5][C:4]1=[O:19])[CH3:2].O.[NH2:21][NH2:22], predict the reaction product. The product is: [CH2:1]([N:3]1[C:8](=[O:9])[C:7]2[C:10]([CH3:18])=[C:11]([C:13]([NH:21][NH2:22])=[O:14])[S:12][C:6]=2[NH:5][C:4]1=[O:19])[CH3:2]. (4) Given the reactants [Cl:1][C:2]1[CH:28]=[CH:27][C:5]([CH2:6][N:7]2[C:15]3[C:10](=[CH:11][C:12]([CH:16]=[C:17]4[S:21][C:20](SCCC)=[N:19][C:18]4=[O:26])=[CH:13][CH:14]=3)[CH:9]=[N:8]2)=[C:4]([C:29]([F:32])([F:31])[F:30])[CH:3]=1.[CH3:33][N:34]([CH:38]1[CH2:43][CH2:42][NH:41][CH2:40][CH2:39]1)[C:35](=[O:37])[CH3:36], predict the reaction product. The product is: [Cl:1][C:2]1[CH:28]=[CH:27][C:5]([CH2:6][N:7]2[C:15]3[C:10](=[CH:11][C:12]([CH:16]=[C:17]4[S:21][C:20]([N:41]5[CH2:42][CH2:43][CH:38]([N:34]([CH3:33])[C:35](=[O:37])[CH3:36])[CH2:39][CH2:40]5)=[N:19][C:18]4=[O:26])=[CH:13][CH:14]=3)[CH:9]=[N:8]2)=[C:4]([C:29]([F:32])([F:31])[F:30])[CH:3]=1. (5) Given the reactants CON(C)[C:4]([C:6]1[N:7]=[C:8]([C@@H:11]2[CH2:16][N:15]3[CH2:17][CH2:18][CH2:19][C@H:14]3[CH2:13][N:12]2[C:20]([O:22][C:23]([CH3:26])([CH3:25])[CH3:24])=[O:21])[S:9][CH:10]=1)=[O:5].Br[Mg][C:30]1[CH:35]=[CH:34][C:33]([F:36])=[CH:32][CH:31]=1.[Cl-].[NH4+], predict the reaction product. The product is: [F:36][C:33]1[CH:34]=[CH:35][C:30]([C:4]([C:6]2[N:7]=[C:8]([C@@H:11]3[CH2:16][N:15]4[CH2:17][CH2:18][CH2:19][C@H:14]4[CH2:13][N:12]3[C:20]([O:22][C:23]([CH3:26])([CH3:25])[CH3:24])=[O:21])[S:9][CH:10]=2)=[O:5])=[CH:31][CH:32]=1. (6) Given the reactants [H-].[Na+].I[CH2:4][CH3:5].[C:6]1([C:12]2[O:13][CH2:14][C@H:15]([CH2:17][OH:18])[N:16]=2)[CH:11]=[CH:10][CH:9]=[CH:8][CH:7]=1.N[C@H](C(O)=O)CO, predict the reaction product. The product is: [CH2:4]([O:18][CH2:17][C@H:15]1[CH2:14][O:13][C:12]([C:6]2[CH:7]=[CH:8][CH:9]=[CH:10][CH:11]=2)=[N:16]1)[CH3:5]. (7) The product is: [F:1][C:2]1[CH:3]=[C:4]([Si:11]([CH3:13])([CH3:12])[CH3:14])[CH:5]=[CH:6][C:7]=1[NH2:8]. Given the reactants [F:1][C:2]1[CH:3]=[C:4]([Si:11]([CH3:14])([CH3:13])[CH3:12])[CH:5]=[CH:6][C:7]=1[N+:8]([O-])=O, predict the reaction product. (8) Given the reactants [CH2:1]([O:8][C:9]1[CH:14]=[C:13](I)[CH:12]=[CH:11][C:10]=1[N:16]1[S:20](=[O:22])(=[O:21])[NH:19][C:18](=[O:23])[CH2:17]1)[C:2]1[CH:7]=[CH:6][CH:5]=[CH:4][CH:3]=1.[C:24]([O:28][C:29](=[O:32])[CH:30]=[CH2:31])([CH3:27])([CH3:26])[CH3:25].C(N(CC)CC)C, predict the reaction product. The product is: [C:24]([O:28][C:29](=[O:32])/[CH:30]=[CH:31]/[C:13]1[CH:12]=[CH:11][C:10]([N:16]2[CH2:17][C:18](=[O:23])[NH:19][S:20]2(=[O:22])=[O:21])=[C:9]([O:8][CH2:1][C:2]2[CH:7]=[CH:6][CH:5]=[CH:4][CH:3]=2)[CH:14]=1)([CH3:27])([CH3:26])[CH3:25]. (9) Given the reactants [CH:1]([C:3]1[NH:4][C:5]2[CH2:6][CH2:7][CH2:8][CH2:9][C:10]=2[C:11]=1[CH2:12][CH2:13][CH2:14][N:15]1[CH2:20][CH2:19][N:18]([CH2:21][C:22]([OH:24])=[O:23])[CH2:17][CH2:16]1)=O.[CH2:25]([S:27]([C:30]1[CH:31]=[C:32]2[C:36](=[CH:37][CH:38]=1)[NH:35][C:34](=[O:39])[CH2:33]2)(=[O:29])=[O:28])[CH3:26], predict the reaction product. The product is: [CH2:25]([S:27]([C:30]1[CH:31]=[C:32]2[C:36](=[CH:37][CH:38]=1)[NH:35][C:34](=[O:39])/[C:33]/2=[CH:1]\[C:3]1[NH:4][C:5]2[CH2:6][CH2:7][CH2:8][CH2:9][C:10]=2[C:11]=1[CH2:12][CH2:13][CH2:14][N:15]1[CH2:16][CH2:17][N:18]([CH2:21][C:22]([OH:24])=[O:23])[CH2:19][CH2:20]1)(=[O:28])=[O:29])[CH3:26].